This data is from Catalyst prediction with 721,799 reactions and 888 catalyst types from USPTO. The task is: Predict which catalyst facilitates the given reaction. Reactant: C(=O)([O-])[O-].[K+].[K+].F[C:8]1[CH:13]=[CH:12][C:11]([N+:14]([O-:16])=[O:15])=[C:10]([O:17][CH3:18])[CH:9]=1.Cl.[CH2:20]([NH:27][C@H:28]1[CH2:33][CH2:32][NH:31][CH2:30][C@H:29]1[F:34])[C:21]1[CH:26]=[CH:25][CH:24]=[CH:23][CH:22]=1. Product: [CH2:20]([NH:27][C@H:28]1[CH2:33][CH2:32][N:31]([C:8]2[CH:13]=[CH:12][C:11]([N+:14]([O-:16])=[O:15])=[C:10]([O:17][CH3:18])[CH:9]=2)[CH2:30][C@H:29]1[F:34])[C:21]1[CH:22]=[CH:23][CH:24]=[CH:25][CH:26]=1. The catalyst class is: 44.